From a dataset of Reaction yield outcomes from USPTO patents with 853,638 reactions. Predict the reaction yield, written as a fraction of the theoretical maximum amount of product (1.0 means a 100% yield; for example, 0.34 means a 34% yield). The reactants are S(Cl)(C)(=O)=O.[Br:6][C:7]1[C:12]([O:13][CH3:14])=[CH:11][C:10]([CH2:15][OH:16])=[CH:9][C:8]=1[O:17][CH3:18].[CH2:19](N(CC)CC)C.C[O-].[Na+].CO. The catalyst is COCCOC.O.C1(C)C=CC=CC=1. The product is [Br:6][C:7]1[C:12]([O:13][CH3:14])=[CH:11][C:10]([CH2:15][O:16][CH3:19])=[CH:9][C:8]=1[O:17][CH3:18]. The yield is 0.995.